This data is from Forward reaction prediction with 1.9M reactions from USPTO patents (1976-2016). The task is: Predict the product of the given reaction. (1) Given the reactants [Cl:1][C:2]1[CH:3]=[CH:4][C:5]2[NH:6][C:7]3[C:12]([C:13]=2[CH:14]=1)=[CH:11][C:10]([Cl:15])=[CH:9][CH:8]=3.[C:16]([N:23]1[CH2:28][CH2:27][CH:26]2[O:29][CH:25]2[CH2:24]1)([O:18][C:19]([CH3:22])([CH3:21])[CH3:20])=[O:17], predict the reaction product. The product is: [C:19]([O:18][C:16]([N:23]1[CH2:28][CH2:27][C@@H:26]([N:6]2[C:5]3[CH:4]=[CH:3][C:2]([Cl:1])=[CH:14][C:13]=3[C:12]3[C:7]2=[CH:8][CH:9]=[C:10]([Cl:15])[CH:11]=3)[C@H:25]([OH:29])[CH2:24]1)=[O:17])([CH3:22])([CH3:20])[CH3:21]. (2) Given the reactants O.[OH:2][C@H:3]1[O:22][C@H:21]([CH2:23][OH:24])[C@@H:8]([O:9][C@@H:10]2[O:18][C@H:17]([CH2:19][OH:20])[C@H:15]([OH:16])[C@H:13]([OH:14])[C@H:11]2[OH:12])[C@H:6]([OH:7])[C@H:4]1[OH:5], predict the reaction product. The product is: [OH:2][C@H:3]1[O:22][C@H:21]([CH2:23][OH:24])[C@@H:8]([O:9][C@@H:10]2[O:18][C@H:17]([CH2:19][OH:20])[C@H:15]([OH:16])[C@H:13]([OH:14])[C@H:11]2[OH:12])[C@H:6]([OH:7])[C@H:4]1[OH:5]. (3) Given the reactants [OH:1][C:2]1[C:3]([C:12]([C:14]2[CH:19]=[CH:18][CH:17]=[CH:16][CH:15]=2)=[O:13])=[N:4][C:5]2[C:10]([CH:11]=1)=[CH:9][CH:8]=[CH:7][CH:6]=2.Cl[C:21]1[C:30]2[C:25](=[CH:26][C:27]([O:33][CH3:34])=[C:28]([O:31][CH3:32])[CH:29]=2)[N:24]=[CH:23][CH:22]=1, predict the reaction product. The product is: [CH3:32][O:31][C:28]1[CH:29]=[C:30]2[C:25](=[CH:26][C:27]=1[O:33][CH3:34])[N:24]=[CH:23][CH:22]=[C:21]2[O:1][C:2]1[C:3]([C:12]([C:14]2[CH:19]=[CH:18][CH:17]=[CH:16][CH:15]=2)=[O:13])=[N:4][C:5]2[C:10]([CH:11]=1)=[CH:9][CH:8]=[CH:7][CH:6]=2. (4) Given the reactants OC(C)(C)[C:3]#[C:4][C:5]1[CH:10]=[CH:9][C:8]([C@@H:11]2[CH2:15][CH2:14][CH2:13][N:12]2[CH3:16])=[CH:7][N:6]=1.[H-].[Na+], predict the reaction product. The product is: [C:4]([C:5]1[CH:10]=[CH:9][C:8]([C@@H:11]2[CH2:15][CH2:14][CH2:13][N:12]2[CH3:16])=[CH:7][N:6]=1)#[CH:3]. (5) Given the reactants [C:1]([NH:4][NH2:5])(=[O:3])[CH3:2].[C:6]1([S:12]([OH:15])(=[O:14])=[O:13])[CH:11]=[CH:10][CH:9]=[CH:8][CH:7]=1.CCOCC, predict the reaction product. The product is: [C:6]1([S:12]([OH:15])(=[O:14])=[O:13])[CH:11]=[CH:10][CH:9]=[CH:8][CH:7]=1.[C:1]([NH:4][NH2:5])(=[O:3])[CH3:2].